From a dataset of Reaction yield outcomes from USPTO patents with 853,638 reactions. Predict the reaction yield, written as a fraction of the theoretical maximum amount of product (1.0 means a 100% yield; for example, 0.34 means a 34% yield). (1) The reactants are Br[C:2]1[C:11]2[C:6](=[CH:7][CH:8]=[C:9]([N:12]3[CH:16]=[C:15]([CH3:17])[CH:14]=[N:13]3)[CH:10]=2)[C:5](=[O:18])[N:4]([CH3:19])[CH:3]=1.[CH:20]1([CH2:23][O:24][C:25]2[CH:30]=[CH:29][C:28]([S:31]([CH3:34])(=[O:33])=[O:32])=[CH:27][C:26]=2B2OC(C)(C)C(C)(C)O2)[CH2:22][CH2:21]1.[O-]P([O-])([O-])=O.[K+].[K+].[K+]. The catalyst is O1CCOCC1.C1C=CC(P(C2C=CC=CC=2)[C-]2C=CC=C2)=CC=1.C1C=CC(P(C2C=CC=CC=2)[C-]2C=CC=C2)=CC=1.Cl[Pd]Cl.[Fe+2]. The product is [CH:20]1([CH2:23][O:24][C:25]2[CH:30]=[CH:29][C:28]([S:31]([CH3:34])(=[O:33])=[O:32])=[CH:27][C:26]=2[C:2]2[C:11]3[C:6](=[CH:7][CH:8]=[C:9]([N:12]4[CH:16]=[C:15]([CH3:17])[CH:14]=[N:13]4)[CH:10]=3)[C:5](=[O:18])[N:4]([CH3:19])[CH:3]=2)[CH2:21][CH2:22]1. The yield is 0.250. (2) The reactants are [CH3:1][C:2]1[N:7]=[C:6]2[S:8][C:9]3[CH2:13][CH2:12][CH2:11][C:10]=3[C:5]2=[C:4]([C:14]2[CH:19]=[CH:18][C:17]([CH3:20])=[CH:16][CH:15]=2)[C:3]=1[CH2:21][C:22]([O:24]C)=[O:23].[O-2].[Li+].[Li+].Cl. The catalyst is O1CCOCC1.O. The product is [CH3:1][C:2]1[N:7]=[C:6]2[S:8][C:9]3[CH2:13][CH2:12][CH2:11][C:10]=3[C:5]2=[C:4]([C:14]2[CH:19]=[CH:18][C:17]([CH3:20])=[CH:16][CH:15]=2)[C:3]=1[CH2:21][C:22]([OH:24])=[O:23]. The yield is 0.630. (3) The reactants are [CH3:1][O:2][C:3]([C:5]1[CH:6]=[C:7]2[CH:13]=[CH:12][N:11]([Si](C(C)C)(C(C)C)C(C)C)[C:8]2=[N:9][CH:10]=1)=[O:4].[F-].C([N+](CCCC)(CCCC)CCCC)CCC. The catalyst is O1CCCC1. The product is [CH3:1][O:2][C:3]([C:5]1[CH:6]=[C:7]2[CH:13]=[CH:12][NH:11][C:8]2=[N:9][CH:10]=1)=[O:4]. The yield is 0.600.